This data is from Forward reaction prediction with 1.9M reactions from USPTO patents (1976-2016). The task is: Predict the product of the given reaction. (1) Given the reactants [Cl:1][C:2]1[CH:7]=[CH:6][CH:5]=[C:4]([Cl:8])[C:3]=1[CH2:9][S:10]([C:13]1[CH:14]=[C:15]2[C:19](=[CH:20][CH:21]=1)[NH:18][C:17](=[O:22])/[C:16]/2=[CH:23]\[C:24]1[NH:28][C:27]([CH3:29])=[C:26]([CH2:30][CH2:31][C:32](O)=[O:33])[C:25]=1[CH3:35])(=[O:12])=[O:11].CCN=C=NCCCN(C)C.C1C=CC2N(O)N=NC=2C=1.[N:57]1([CH2:62][C@H:63]2[CH2:67][CH2:66][CH2:65][NH:64]2)[CH2:61][CH2:60][CH2:59][CH2:58]1, predict the reaction product. The product is: [Cl:8][C:4]1[CH:5]=[CH:6][CH:7]=[C:2]([Cl:1])[C:3]=1[CH2:9][S:10]([C:13]1[CH:14]=[C:15]2[C:19](=[CH:20][CH:21]=1)[NH:18][C:17](=[O:22])/[C:16]/2=[CH:23]\[C:24]1[NH:28][C:27]([CH3:29])=[C:26]([CH2:30][CH2:31][C:32](=[O:33])[N:64]2[CH2:65][CH2:66][CH2:67][C@@H:63]2[CH2:62][N:57]2[CH2:61][CH2:60][CH2:59][CH2:58]2)[C:25]=1[CH3:35])(=[O:11])=[O:12]. (2) Given the reactants [Br:1][C:2]1[S:6][C:5]2=[C:7]([CH2:10][OH:11])[N:8]=[CH:9][N:4]2[CH:3]=1.C[N+]1([O-])CCOCC1, predict the reaction product. The product is: [Br:1][C:2]1[S:6][C:5]2=[C:7]([CH:10]=[O:11])[N:8]=[CH:9][N:4]2[CH:3]=1. (3) The product is: [C:11]([CH2:10][O:9][C:8]1[C:3]([CH2:1][CH3:2])=[N+:4]([O-:16])[C:5]([CH3:15])=[CH:6][CH:7]=1)([OH:13])=[O:12]. Given the reactants [CH2:1]([C:3]1[C:8]([O:9][CH2:10][C:11]([O:13]C)=[O:12])=[CH:7][CH:6]=[C:5]([CH3:15])[N+:4]=1[O-:16])[CH3:2], predict the reaction product. (4) Given the reactants [F:1][C:2]1[CH:3]=[C:4]2[C:8](=[CH:9][CH:10]=1)[NH:7][N:6]=[C:5]2[I:11].[Cl:12][CH2:13][CH2:14]Cl.C([O-])([O-])=O.[K+].[K+], predict the reaction product. The product is: [Cl:12][CH2:13][CH2:14][N:7]1[C:8]2[C:4](=[CH:3][C:2]([F:1])=[CH:10][CH:9]=2)[C:5]([I:11])=[N:6]1. (5) Given the reactants [Cl:1][C:2]1[CH:16]=[CH:15][C:5]([C:6]([C:8]2[CH:13]=[CH:12][C:11]([Cl:14])=[CH:10][CH:9]=2)=[O:7])=[CH:4][CH:3]=1.[C:17]([Si](C)(C)C)#[N:18].B.C1COCC1, predict the reaction product. The product is: [NH2:18][CH2:17][C:6]([C:8]1[CH:13]=[CH:12][C:11]([Cl:14])=[CH:10][CH:9]=1)([C:5]1[CH:15]=[CH:16][C:2]([Cl:1])=[CH:3][CH:4]=1)[OH:7]. (6) The product is: [CH2:1]([O:3][C:4](=[O:22])[CH2:5][C:6]1[CH:11]=[CH:10][CH:9]=[C:8]([O:12][C:13]2[CH:18]=[CH:17][C:16]([Br:19])=[CH:15][C:14]=2[CH2:20][S:23][C:24]2[CH:29]=[CH:28][CH:27]=[CH:26][N:25]=2)[CH:7]=1)[CH3:2]. Given the reactants [CH2:1]([O:3][C:4](=[O:22])[CH2:5][C:6]1[CH:11]=[CH:10][CH:9]=[C:8]([O:12][C:13]2[CH:18]=[CH:17][C:16]([Br:19])=[CH:15][C:14]=2[CH2:20]Br)[CH:7]=1)[CH3:2].[SH:23][C:24]1[CH:29]=[CH:28][CH:27]=[CH:26][N:25]=1, predict the reaction product.